Dataset: NCI-60 drug combinations with 297,098 pairs across 59 cell lines. Task: Regression. Given two drug SMILES strings and cell line genomic features, predict the synergy score measuring deviation from expected non-interaction effect. Drug 1: C1CN1C2=NC(=NC(=N2)N3CC3)N4CC4. Drug 2: C#CCC(CC1=CN=C2C(=N1)C(=NC(=N2)N)N)C3=CC=C(C=C3)C(=O)NC(CCC(=O)O)C(=O)O. Cell line: MDA-MB-231. Synergy scores: CSS=11.7, Synergy_ZIP=-0.690, Synergy_Bliss=7.94, Synergy_Loewe=3.62, Synergy_HSA=3.87.